From a dataset of Reaction yield outcomes from USPTO patents with 853,638 reactions. Predict the reaction yield, written as a fraction of the theoretical maximum amount of product (1.0 means a 100% yield; for example, 0.34 means a 34% yield). (1) The reactants are [CH3:1][O:2][C:3]1[CH:12]=[C:11]2[C:6]([C:7](=O)[CH2:8][CH:9]([CH:13]3[CH2:16][N:15]([C:17]([O:19][C:20]([CH3:23])([CH3:22])[CH3:21])=[O:18])[CH2:14]3)[O:10]2)=[CH:5][CH:4]=1.Cl.[CH3:26][O:27][NH2:28]. The catalyst is N1C=CC=CC=1. The product is [CH3:1][O:2][C:3]1[CH:12]=[C:11]2[C:6]([C:7](=[N:28][O:27][CH3:26])[CH2:8][CH:9]([CH:13]3[CH2:14][N:15]([C:17]([O:19][C:20]([CH3:23])([CH3:22])[CH3:21])=[O:18])[CH2:16]3)[O:10]2)=[CH:5][CH:4]=1. The yield is 0.970. (2) The catalyst is C(O)C.O. The reactants are [OH-].[K+].[F:3][C:4]1[CH:9]=[C:8]([F:10])[CH:7]=[CH:6][C:5]=1[SH:11].[Cl:12][C:13]1[N:20]=[C:19](Cl)[CH:18]=[CH:17][C:14]=1[C:15]#[N:16].Cl. The product is [Cl:12][C:13]1[N:20]=[C:19]([S:11][C:5]2[CH:6]=[CH:7][C:8]([F:10])=[CH:9][C:4]=2[F:3])[CH:18]=[CH:17][C:14]=1[C:15]#[N:16]. The yield is 0.660. (3) The reactants are O[CH2:2][C:3]1[S:7][C:6]([C:8]2[NH:9][C:10]3[C:15]([CH:16]=2)=[C:14]([CH3:17])[CH:13]=[CH:12][C:11]=3[N:18]([CH3:27])[S:19]([C:22]2[S:23][CH:24]=[CH:25][CH:26]=2)(=[O:21])=[O:20])=[N:5][CH:4]=1.S(Cl)([Cl:30])=O. The catalyst is O1CCCC1.CN(C)C=O.C(OCC)(=O)C. The product is [Cl:30][CH2:2][C:3]1[S:7][C:6]([C:8]2[NH:9][C:10]3[C:15]([CH:16]=2)=[C:14]([CH3:17])[CH:13]=[CH:12][C:11]=3[N:18]([CH3:27])[S:19]([C:22]2[S:23][CH:24]=[CH:25][CH:26]=2)(=[O:21])=[O:20])=[N:5][CH:4]=1. The yield is 0.740. (4) The reactants are [F:1][C:2]1[CH:7]=[CH:6][C:5]([CH2:8][C:9]2[C:10]([N:16]3[CH2:22][C:21]4[CH:23]=[C:24]([C:27]5[CH:28]=[C:29]([NH2:34])[C:30]([NH2:33])=[N:31][CH:32]=5)[CH:25]=[CH:26][C:20]=4[O:19][CH2:18][CH2:17]3)=[N:11][CH:12]=[N:13][C:14]=2[CH3:15])=[CH:4][CH:3]=1.[CH3:35][O:36][C:37]([NH:39][C:40](=NC(OC)=O)SC)=[O:38]. The catalyst is C(O)(=O)C. The product is [CH3:35][O:36][C:37](=[O:38])[NH:39][C:40]1[NH:34][C:29]2[C:30]([N:33]=1)=[N:31][CH:32]=[C:27]([C:24]1[CH:25]=[CH:26][C:20]3[O:19][CH2:18][CH2:17][N:16]([C:10]4[C:9]([CH2:8][C:5]5[CH:4]=[CH:3][C:2]([F:1])=[CH:7][CH:6]=5)=[C:14]([CH3:15])[N:13]=[CH:12][N:11]=4)[CH2:22][C:21]=3[CH:23]=1)[CH:28]=2. The yield is 0.0400. (5) The reactants are [C:1]1([CH3:13])[CH:6]=[CH:5][CH:4]=[CH:3][C:2]=1[N:7]1[CH2:12][CH2:11][NH:10][CH2:9][CH2:8]1.CCN(CC)CC.[Cl:21][CH2:22][S:23](Cl)(=[O:25])=[O:24]. The catalyst is C(Cl)Cl. The product is [Cl:21][CH2:22][S:23]([N:10]1[CH2:9][CH2:8][N:7]([C:2]2[CH:3]=[CH:4][CH:5]=[CH:6][C:1]=2[CH3:13])[CH2:12][CH2:11]1)(=[O:25])=[O:24]. The yield is 0.850. (6) The reactants are Cl.[Cl:2][C:3]1[CH:4]=[C:5]([NH:10][C:11]2[C:20]3[C:15](=[CH:16][C:17]([O:23][CH:24]4[CH2:31][C@@H:27]5[CH2:28][NH:29][CH2:30][C@@H:26]5[CH2:25]4)=[C:18]([O:21][CH3:22])[CH:19]=3)[N:14]=[CH:13][N:12]=2)[CH:6]=[CH:7][C:8]=1[Cl:9].C=O.Cl.O1CCOC[CH2:36]1. The catalyst is C(O)=O. The product is [ClH:2].[Cl:2][C:3]1[CH:4]=[C:5]([NH:10][C:11]2[C:20]3[C:15](=[CH:16][C:17]([O:23][CH:24]4[CH2:31][C@@H:27]5[CH2:28][N:29]([CH3:36])[CH2:30][C@@H:26]5[CH2:25]4)=[C:18]([O:21][CH3:22])[CH:19]=3)[N:14]=[CH:13][N:12]=2)[CH:6]=[CH:7][C:8]=1[Cl:9]. The yield is 0.560. (7) The reactants are [Br:1][C:2]1[CH:3]=[N:4][CH:5]=[C:6](F)[CH:7]=1.[NH:9]1[CH:13]=[C:12]([C:14](=[O:16])[CH3:15])[CH:11]=[N:10]1.C([O-])([O-])=O.[Cs+].[Cs+]. The catalyst is CN(C=O)C.O. The product is [Br:1][C:2]1[CH:7]=[C:6]([N:9]2[CH:13]=[C:12]([C:14](=[O:16])[CH3:15])[CH:11]=[N:10]2)[CH:5]=[N:4][CH:3]=1. The yield is 0.830.